This data is from Reaction yield outcomes from USPTO patents with 853,638 reactions. The task is: Predict the reaction yield, written as a fraction of the theoretical maximum amount of product (1.0 means a 100% yield; for example, 0.34 means a 34% yield). (1) The reactants are C([O:3][C:4](=[O:36])[C:5]1[CH:10]=[C:9]([C:11]2[CH:12]=[C:13]3[C:19]([C:20]4[CH:25]=[CH:24][CH:23]=[CH:22][C:21]=4[O:26][CH3:27])=[N:18][N:17](COCC[Si](C)(C)C)[C:14]3=[N:15][CH:16]=2)[CH:8]=[N:7][CH:6]=1)C.[F-].C([N+](CCCC)(CCCC)CCCC)CCC. The catalyst is C1COCC1. The product is [CH3:27][O:26][C:21]1[CH:22]=[CH:23][CH:24]=[CH:25][C:20]=1[C:19]1[C:13]2[C:14](=[N:15][CH:16]=[C:11]([C:9]3[CH:8]=[N:7][CH:6]=[C:5]([CH:10]=3)[C:4]([OH:36])=[O:3])[CH:12]=2)[NH:17][N:18]=1. The yield is 1.19. (2) The reactants are [CH3:1][C:2]1([CH3:21])[C:11]2[C:6](=[CH:7][C:8]([CH:12]([CH2:16][CH2:17][CH2:18][CH2:19][CH3:20])[C:13]([OH:15])=[O:14])=[CH:9][CH:10]=2)[O:5][CH2:4][CH2:3]1.O[C:23]1[CH:38]=[CH:37][C:26]([C:27]([O:29][CH2:30][C:31]2[CH:36]=[CH:35][CH:34]=[CH:33][CH:32]=2)=[O:28])=[CH:25][CH:24]=1.C1CCC(N=C=NC2CCCCC2)CC1. The catalyst is ClCCl.CN(C1C=CN=CC=1)C. The product is [CH2:30]([O:29][C:27](=[O:28])[C:26]1[CH:37]=[CH:38][C:23]([O:14][C:13](=[O:15])[CH:12]([C:8]2[CH:7]=[C:6]3[C:11]([C:2]([CH3:21])([CH3:1])[CH2:3][CH2:4][O:5]3)=[CH:10][CH:9]=2)[CH2:16][CH2:17][CH2:18][CH2:19][CH3:20])=[CH:24][CH:25]=1)[C:31]1[CH:32]=[CH:33][CH:34]=[CH:35][CH:36]=1. The yield is 0.840. (3) The reactants are [OH:1][C:2]1[CH:3]=[C:4]2[C:9](=[CH:10][CH:11]=1)[C:8](=[O:12])[CH2:7][CH2:6][CH2:5]2.CCN(CC)CC.[F:20][C:21]([F:34])([F:33])[S:22](O[S:22]([C:21]([F:34])([F:33])[F:20])(=[O:24])=[O:23])(=[O:24])=[O:23].C([O-])(O)=O.[Na+]. The catalyst is C(Cl)Cl. The product is [F:20][C:21]([F:34])([F:33])[S:22]([O:1][C:2]1[CH:11]=[CH:10][C:9]2[C:8](=[O:12])[CH2:7][CH2:6][CH2:5][C:4]=2[CH:3]=1)(=[O:24])=[O:23]. The yield is 0.730.